Dataset: NCI-60 drug combinations with 297,098 pairs across 59 cell lines. Task: Regression. Given two drug SMILES strings and cell line genomic features, predict the synergy score measuring deviation from expected non-interaction effect. (1) Drug 1: C1=NC2=C(N=C(N=C2N1C3C(C(C(O3)CO)O)F)Cl)N. Drug 2: C1CN(CCN1C(=O)CCBr)C(=O)CCBr. Cell line: IGROV1. Synergy scores: CSS=11.1, Synergy_ZIP=-4.15, Synergy_Bliss=-1.52, Synergy_Loewe=-0.729, Synergy_HSA=-0.848. (2) Drug 1: CC1C(C(CC(O1)OC2CC(CC3=C2C(=C4C(=C3O)C(=O)C5=C(C4=O)C(=CC=C5)OC)O)(C(=O)C)O)N)O.Cl. Drug 2: C1CN(CCN1C(=O)CCBr)C(=O)CCBr. Cell line: MDA-MB-435. Synergy scores: CSS=4.30, Synergy_ZIP=0.161, Synergy_Bliss=7.17, Synergy_Loewe=-10.4, Synergy_HSA=0.293. (3) Drug 1: CCC1=CC2CC(C3=C(CN(C2)C1)C4=CC=CC=C4N3)(C5=C(C=C6C(=C5)C78CCN9C7C(C=CC9)(C(C(C8N6C)(C(=O)OC)O)OC(=O)C)CC)OC)C(=O)OC.C(C(C(=O)O)O)(C(=O)O)O. Drug 2: CC1=C(C(=O)C2=C(C1=O)N3CC4C(C3(C2COC(=O)N)OC)N4)N. Cell line: SK-MEL-28. Synergy scores: CSS=46.7, Synergy_ZIP=2.06, Synergy_Bliss=4.52, Synergy_Loewe=6.32, Synergy_HSA=7.77. (4) Drug 1: CCCCC(=O)OCC(=O)C1(CC(C2=C(C1)C(=C3C(=C2O)C(=O)C4=C(C3=O)C=CC=C4OC)O)OC5CC(C(C(O5)C)O)NC(=O)C(F)(F)F)O. Drug 2: C1=CC=C(C=C1)NC(=O)CCCCCCC(=O)NO. Cell line: NCI-H322M. Synergy scores: CSS=11.1, Synergy_ZIP=7.72, Synergy_Bliss=7.91, Synergy_Loewe=5.25, Synergy_HSA=6.64.